Regression. Given a peptide amino acid sequence and an MHC pseudo amino acid sequence, predict their binding affinity value. This is MHC class I binding data. From a dataset of Peptide-MHC class I binding affinity with 185,985 pairs from IEDB/IMGT. The peptide sequence is GVYIVVGVI. The MHC is Mamu-A70103 with pseudo-sequence Mamu-A70103. The binding affinity (normalized) is 0.0200.